Dataset: TCR-epitope binding with 47,182 pairs between 192 epitopes and 23,139 TCRs. Task: Binary Classification. Given a T-cell receptor sequence (or CDR3 region) and an epitope sequence, predict whether binding occurs between them. (1) The epitope is KTWGQYWQV. The TCR CDR3 sequence is CASSFGTGVTDTQYF. Result: 0 (the TCR does not bind to the epitope). (2) The TCR CDR3 sequence is CASSPRTSGGSDTQYF. The epitope is PROT_97E67BCC. Result: 1 (the TCR binds to the epitope). (3) The TCR CDR3 sequence is CAIGTGTISTETQYF. Result: 1 (the TCR binds to the epitope). The epitope is ATDALMTGY. (4) The epitope is LLMPILTLT. The TCR CDR3 sequence is CASSLGGTYSNQPQHF. Result: 0 (the TCR does not bind to the epitope). (5) The epitope is TPINLVRDL. The TCR CDR3 sequence is CASSQGTGQETQYF. Result: 0 (the TCR does not bind to the epitope). (6) The epitope is GLCTLVAML. The TCR CDR3 sequence is CASSLGHELEEKLFF. Result: 0 (the TCR does not bind to the epitope). (7) The epitope is TVYDPLQPELDSFK. The TCR CDR3 sequence is CASSQEGALAVSTDTQYF. Result: 0 (the TCR does not bind to the epitope). (8) The epitope is YIFFASFYY. The TCR CDR3 sequence is CATSDLGVGYGYTF. Result: 1 (the TCR binds to the epitope). (9) The epitope is QYDPVAALF. Result: 1 (the TCR binds to the epitope). The TCR CDR3 sequence is CSARFSGQGTEAFF.